From a dataset of Full USPTO retrosynthesis dataset with 1.9M reactions from patents (1976-2016). Predict the reactants needed to synthesize the given product. Given the product [NH2:1][C:2]1[CH:3]=[CH:4][C:5]([C:11]([OH:13])=[O:12])=[C:6]2[C:10]=1[O:9][CH2:8][CH2:7]2, predict the reactants needed to synthesize it. The reactants are: [NH2:1][C:2]1[CH:3]=[CH:4][C:5]([C:11]([O:13]C)=[O:12])=[C:6]2[C:10]=1[O:9][CH2:8][CH2:7]2.[OH-].[Li+].O.